Dataset: Forward reaction prediction with 1.9M reactions from USPTO patents (1976-2016). Task: Predict the product of the given reaction. (1) Given the reactants [C:1]([O:5][C:6](=[O:14])[C:7]1[CH:12]=[CH:11][C:10](Br)=[CH:9][CH:8]=1)([CH3:4])([CH3:3])[CH3:2].[N:15]1[CH:20]=[CH:19][CH:18]=[CH:17][C:16]=1[NH2:21], predict the reaction product. The product is: [C:1]([O:5][C:6](=[O:14])[C:7]1[CH:12]=[CH:11][C:10]([NH:21][C:16]2[CH:17]=[CH:18][CH:19]=[CH:20][N:15]=2)=[CH:9][CH:8]=1)([CH3:4])([CH3:3])[CH3:2]. (2) Given the reactants O1CCCC1.[C:6]([NH:14][C:15]1[CH:54]=[CH:53][C:18]([CH2:19][N:20]2[C:26]3[CH:27]=[CH:28][CH:29]=[CH:30][C:25]=3[N:24]([C:31]3[CH:36]=[CH:35][C:34]([CH2:37][NH:38][C:39]([O:41][C:42]([CH3:45])([CH3:44])[CH3:43])=[O:40])=[CH:33][CH:32]=3)[C:23](=[O:46])[CH:22]([CH2:47][C:48]([O:50]C)=[O:49])[C:21]2=[O:52])=[CH:17][CH:16]=1)(=[O:13])[C:7]1[CH:12]=[CH:11][CH:10]=[CH:9][CH:8]=1.[OH-].[Na+].S([O-])(O)(=O)=O.[K+], predict the reaction product. The product is: [C:6]([NH:14][C:15]1[CH:16]=[CH:17][C:18]([CH2:19][N:20]2[C:26]3[CH:27]=[CH:28][CH:29]=[CH:30][C:25]=3[N:24]([C:31]3[CH:36]=[CH:35][C:34]([CH2:37][NH:38][C:39]([O:41][C:42]([CH3:45])([CH3:44])[CH3:43])=[O:40])=[CH:33][CH:32]=3)[C:23](=[O:46])[CH:22]([CH2:47][C:48]([OH:50])=[O:49])[C:21]2=[O:52])=[CH:53][CH:54]=1)(=[O:13])[C:7]1[CH:12]=[CH:11][CH:10]=[CH:9][CH:8]=1. (3) Given the reactants [N:1]12[CH2:8][CH2:7][CH:4]([CH2:5][CH2:6]1)[C@H:3](OS(C)(=O)=O)[CH2:2]2.[CH:14]1([SH:20])[CH2:19][CH2:18][CH2:17][CH2:16][CH2:15]1, predict the reaction product. The product is: [CH:14]1([S:20][C@@H:3]2[CH:4]3[CH2:7][CH2:8][N:1]([CH2:6][CH2:5]3)[CH2:2]2)[CH2:19][CH2:18][CH2:17][CH2:16][CH2:15]1. (4) Given the reactants [NH2:1][CH:2]1[CH2:7][CH2:6][CH2:5][CH:4]([OH:8])[CH2:3]1.Cl[C:10]1[N:15]2[N:16]=[C:17]([NH:19][C:20](=[O:27])[C:21]3[CH:26]=[CH:25][CH:24]=[N:23][CH:22]=3)[N:18]=[C:14]2[CH:13]=[CH:12][CH:11]=1.CCN(C(C)C)C(C)C.C, predict the reaction product. The product is: [OH:8][CH:4]1[CH2:5][CH2:6][CH2:7][CH:2]([NH:1][C:10]2[N:15]3[N:16]=[C:17]([NH:19][C:20](=[O:27])[C:21]4[CH:26]=[CH:25][CH:24]=[N:23][CH:22]=4)[N:18]=[C:14]3[CH:13]=[CH:12][CH:11]=2)[CH2:3]1. (5) Given the reactants [CH3:1][O:2][C:3]1[CH:4]=[C:5]([NH:15][C:16]([NH2:18])=S)[CH:6]=[CH:7][C:8]=1[N:9]1[CH:13]=[C:12]([CH3:14])[N:11]=[CH:10]1.[Cl:19][C:20]1[CH:25]=[CH:24][C:23]([CH2:26][C:27]([NH:29][NH2:30])=O)=[CH:22][CH:21]=1, predict the reaction product. The product is: [Cl:19][C:20]1[CH:25]=[CH:24][C:23]([CH2:26][C:27]2[NH:18][C:16]([NH:15][C:5]3[CH:6]=[CH:7][C:8]([N:9]4[CH:13]=[C:12]([CH3:14])[N:11]=[CH:10]4)=[C:3]([O:2][CH3:1])[CH:4]=3)=[N:30][N:29]=2)=[CH:22][CH:21]=1.